This data is from Reaction yield outcomes from USPTO patents with 853,638 reactions. The task is: Predict the reaction yield, written as a fraction of the theoretical maximum amount of product (1.0 means a 100% yield; for example, 0.34 means a 34% yield). (1) The reactants are [Cl:1][C:2]1[CH:10]=[CH:9][C:5]([C:6](Cl)=[O:7])=[CH:4][C:3]=1[N+:11]([O-:13])=[O:12].[CH3:14][N:15]([CH3:19])[CH2:16][CH2:17][NH2:18].C([O-])(O)=O.[Na+]. The product is [Cl:1][C:2]1[CH:10]=[CH:9][C:5]([C:6]([NH:18][CH2:17][CH2:16][N:15]([CH3:19])[CH3:14])=[O:7])=[CH:4][C:3]=1[N+:11]([O-:13])=[O:12]. The catalyst is C1COCC1. The yield is 0.370. (2) The reactants are [Br:1][C:2]1[C:6]([C:7]([F:10])([F:9])[F:8])=[N:5][N:4]([CH3:11])[C:3]=1[C:12]1[CH:13]=[C:14]([NH2:20])[CH:15]=[CH:16][C:17]=1[O:18][CH3:19].[F:21][C:22]1[CH:27]=[CH:26][C:25]([N:28]=[C:29]=[O:30])=[CH:24][CH:23]=1. The catalyst is C(Cl)Cl. The product is [Br:1][C:2]1[C:6]([C:7]([F:10])([F:8])[F:9])=[N:5][N:4]([CH3:11])[C:3]=1[C:12]1[CH:13]=[C:14]([NH:20][C:29]([NH:28][C:25]2[CH:26]=[CH:27][C:22]([F:21])=[CH:23][CH:24]=2)=[O:30])[CH:15]=[CH:16][C:17]=1[O:18][CH3:19]. The yield is 0.640. (3) The reactants are [C:1]1([CH3:20])[CH:6]=[CH:5][C:4]([N:7]2[C:11]([NH2:12])=[CH:10][C:9]([C:13]3([C:16]([F:19])([F:18])[F:17])[CH2:15][CH2:14]3)=[N:8]2)=[CH:3][CH:2]=1.C([O-])([O-])=O.[K+].[K+].Cl[C:28]([O:30][C:31]1[CH:36]=[CH:35][CH:34]=[CH:33][CH:32]=1)=[O:29]. The catalyst is C(Cl)Cl. The product is [C:1]1([CH3:20])[CH:2]=[CH:3][C:4]([N:7]2[C:11]([NH:12][C:28](=[O:29])[O:30][C:31]3[CH:36]=[CH:35][CH:34]=[CH:33][CH:32]=3)=[CH:10][C:9]([C:13]3([C:16]([F:18])([F:19])[F:17])[CH2:15][CH2:14]3)=[N:8]2)=[CH:5][CH:6]=1. The yield is 1.00. (4) The reactants are Br[C:2]1[CH:3]=[CH:4][C:5]2[NH:10][CH:9]([CH3:11])[O:8][C:7]([CH3:13])([CH3:12])[C:6]=2[CH:14]=1.B1(B2OC(C)(C)C(C)(C)O2)OC(C)(C)C(C)(C)O1.C([O-])(=O)C.[K+].Br[C:39]1[S:43][C:42]([C:44]#[N:45])=[CH:41][CH:40]=1.C(=O)([O-])[O-].[Na+].[Na+]. The catalyst is CN(C=O)C.[Cl-].[Na+].O.C1C=CC(P(C2C=CC=CC=2)[C-]2C=CC=C2)=CC=1.C1C=CC(P(C2C=CC=CC=2)[C-]2C=CC=C2)=CC=1.Cl[Pd]Cl.[Fe+2].C(OCC)(=O)C. The product is [CH3:11][CH:9]1[O:8][C:7]([CH3:13])([CH3:12])[C:6]2[CH:14]=[C:2]([C:39]3[S:43][C:42]([C:44]#[N:45])=[CH:41][CH:40]=3)[CH:3]=[CH:4][C:5]=2[NH:10]1. The yield is 0.250. (5) The reactants are [NH2:1][C:2]1[C:3]([C:9]([O:11][CH3:12])=[O:10])=[N:4][C:5](Br)=[CH:6][CH:7]=1.[F:13][C:14]1[CH:19]=[CH:18][CH:17]=[C:16]([F:20])[C:15]=1B(O)O. The catalyst is C1C=CC(P(C2C=CC=CC=2)[C-]2C=CC=C2)=CC=1.C1C=CC(P(C2C=CC=CC=2)[C-]2C=CC=C2)=CC=1.Cl[Pd]Cl.[Fe+2].C(Cl)Cl.COCCOC. The product is [NH2:1][C:2]1[C:3]([C:9]([O:11][CH3:12])=[O:10])=[N:4][C:5]([C:15]2[C:14]([F:13])=[CH:19][CH:18]=[CH:17][C:16]=2[F:20])=[CH:6][CH:7]=1. The yield is 0.470.